This data is from Peptide-MHC class I binding affinity with 185,985 pairs from IEDB/IMGT. The task is: Regression. Given a peptide amino acid sequence and an MHC pseudo amino acid sequence, predict their binding affinity value. This is MHC class I binding data. (1) The peptide sequence is HPGSVNEFDF. The MHC is HLA-B35:01 with pseudo-sequence HLA-B35:01. The binding affinity (normalized) is 0.293. (2) The peptide sequence is RVPTVFHKK. The MHC is HLA-A03:01 with pseudo-sequence HLA-A03:01. The binding affinity (normalized) is 0.493. (3) The peptide sequence is SVMSTFFWE. The MHC is HLA-B18:01 with pseudo-sequence HLA-B18:01. The binding affinity (normalized) is 0.0847. (4) The peptide sequence is YYVKYPNL. The MHC is H-2-Kb with pseudo-sequence H-2-Kb. The binding affinity (normalized) is 0.343. (5) The peptide sequence is YEEAGRGSM. The MHC is HLA-B51:01 with pseudo-sequence HLA-B51:01. The binding affinity (normalized) is 0.213.